This data is from Reaction yield outcomes from USPTO patents with 853,638 reactions. The task is: Predict the reaction yield, written as a fraction of the theoretical maximum amount of product (1.0 means a 100% yield; for example, 0.34 means a 34% yield). (1) The reactants are [CH2:1]([C:3]([C:21]1[CH:26]=[CH:25][C:24]([OH:27])=[C:23]([CH3:28])[CH:22]=1)([C:6]1[CH:11]=[CH:10][C:9]([CH2:12][CH2:13][CH:14]([OH:19])[C:15]([CH3:18])([CH3:17])[CH3:16])=[C:8]([CH3:20])[CH:7]=1)[CH2:4][CH3:5])[CH3:2].C([O-])([O-])=O.[K+].[K+].C([O:37][C:38](=[O:46])[CH2:39][CH2:40][CH2:41][CH2:42][CH2:43][CH2:44]Br)C.O. The catalyst is CN(C=O)C. The product is [CH2:1]([C:3]([C:21]1[CH:26]=[CH:25][C:24]([O:27][CH2:44][CH2:43][CH2:42][CH2:41][CH2:40][CH2:39][C:38]([OH:46])=[O:37])=[C:23]([CH3:28])[CH:22]=1)([C:6]1[CH:11]=[CH:10][C:9]([CH2:12][CH2:13][CH:14]([OH:19])[C:15]([CH3:17])([CH3:18])[CH3:16])=[C:8]([CH3:20])[CH:7]=1)[CH2:4][CH3:5])[CH3:2]. The yield is 0.830. (2) The reactants are [F:1][C:2]1[CH:3]=[CH:4][C:5]([CH3:26])=[C:6]([C:8]2[CH:17]=[C:16]3[C:11]([CH:12]=[C:13]([NH:18][C:19]([CH:21]4[CH2:23][CH2:22]4)=[O:20])[N:14]=[CH:15]3)=[C:10]([CH2:24]O)[N:9]=2)[CH:7]=1.COCCN(S(F)(F)[F:37])CCOC. The catalyst is ClCCl. The product is [F:1][C:2]1[CH:3]=[CH:4][C:5]([CH3:26])=[C:6]([C:8]2[CH:17]=[C:16]3[C:11]([CH:12]=[C:13]([NH:18][C:19]([CH:21]4[CH2:23][CH2:22]4)=[O:20])[N:14]=[CH:15]3)=[C:10]([CH2:24][F:37])[N:9]=2)[CH:7]=1. The yield is 0.500. (3) The yield is 1.00. The product is [ClH:1].[Cl:28][C:29]1[C:30]([F:36])=[C:31]([CH:33]=[CH:34][CH:35]=1)[NH:32][C:2]1[C:11]2[C:6](=[CH:7][C:8]([O:26][CH3:27])=[C:9]([O:12][CH2:13][CH:14]3[CH2:18][CH2:17][NH:16][CH2:15]3)[CH:10]=2)[N:5]=[CH:4][N:3]=1. The reactants are [Cl:1][C:2]1[C:11]2[C:6](=[CH:7][C:8]([O:26][CH3:27])=[C:9]([O:12][CH2:13][CH:14]3[CH2:18][CH2:17][N:16](C(OC(C)(C)C)=O)[CH2:15]3)[CH:10]=2)[N:5]=[CH:4][N:3]=1.[Cl:28][C:29]1[C:30]([F:36])=[C:31]([CH:33]=[CH:34][CH:35]=1)[NH2:32]. No catalyst specified. (4) The reactants are [C:1]1([CH3:11])[CH:6]=[CH:5]C(S(O)(=O)=O)=CC=1.[NH2:12][CH:13]([C:16]#[N:17])[C:14]#[N:15].C(N(CC)CC)C.C(OC)(OC)(OC)CCC.[CH2:35]([NH2:39])[CH:36]([CH3:38])[CH3:37].C(=O)([O-])[O-].[Na+].[Na+]. The catalyst is C1(C)C=CC=CC=1.C(OC)(OC)(OC)CCC.O. The product is [NH2:15][C:14]1[N:39]([CH2:35][CH:36]([CH3:38])[CH3:37])[C:5]([CH2:6][CH2:1][CH3:11])=[N:12][C:13]=1[C:16]#[N:17]. The yield is 0.650. (5) The reactants are [C:1]1([C:7]2[N:8]=[C:9]([CH2:12][CH2:13][C:14](OCC)=[O:15])[S:10][CH:11]=2)[CH:6]=[CH:5][CH:4]=[CH:3][CH:2]=1.[BH4-].[Na+]. The catalyst is CO.O. The product is [C:1]1([C:7]2[N:8]=[C:9]([CH2:12][CH2:13][CH2:14][OH:15])[S:10][CH:11]=2)[CH:2]=[CH:3][CH:4]=[CH:5][CH:6]=1. The yield is 0.950. (6) The reactants are [Cl:1][C:2]1[N:7]=[C:6]([C:8]2[C:9]([C:17]3[CH:18]=[CH:19][C:20]([F:24])=[C:21]([CH:23]=3)[NH2:22])=[N:10][N:11]3[CH:16]=[CH:15][CH:14]=[CH:13][C:12]=23)[CH:5]=[CH:4][N:3]=1.[CH:25]1[CH:29]=[C:28]([CH2:30][C:31](Cl)=[O:32])[S:27][CH:26]=1. No catalyst specified. The product is [Cl:1][C:2]1[N:7]=[C:6]([C:8]2[C:9]([C:17]3[CH:18]=[CH:19][C:20]([F:24])=[C:21]([NH:22][C:31](=[O:32])[CH2:30][C:28]4[S:27][CH:26]=[CH:25][CH:29]=4)[CH:23]=3)=[N:10][N:11]3[CH:16]=[CH:15][CH:14]=[CH:13][C:12]=23)[CH:5]=[CH:4][N:3]=1. The yield is 0.920. (7) The reactants are [CH3:1][O:2][C:3]1[CH:11]=[C:10]2[C:6]([CH:7]=[N:8][NH:9]2)=[CH:5][C:4]=1[NH:12][C:13]1[C:14]2[C:21]3[CH2:22][CH2:23][C:24]([CH3:29])([C:26]([OH:28])=O)[CH2:25][C:20]=3[S:19][C:15]=2[N:16]=[CH:17][N:18]=1.[CH2:30]([N:32](C(C)C)[CH:33](C)C)C.CNC.C(P1(=O)OP(=O)(CCC)OP(=O)(CCC)O1)CC. The catalyst is CN(C)C(=O)C. The product is [CH3:1][O:2][C:3]1[CH:11]=[C:10]2[C:6]([CH:7]=[N:8][NH:9]2)=[CH:5][C:4]=1[NH:12][C:13]1[C:14]2[C:21]3[CH2:22][CH2:23][C:24]([CH3:29])([C:26]([N:32]([CH3:33])[CH3:30])=[O:28])[CH2:25][C:20]=3[S:19][C:15]=2[N:16]=[CH:17][N:18]=1. The yield is 0.650. (8) The reactants are [Li][CH2:2][CH2:3][CH2:4][CH3:5].CC1[O:8][CH:9]=[CH:10][CH:11]=1.C1[O:14]C1. The catalyst is C1COCC1. The product is [CH3:5][C:4]1[O:8][C:9]([CH2:10][CH2:11][OH:14])=[CH:2][CH:3]=1. The yield is 0.720. (9) The reactants are [CH3:1][O:2][C:3]1[CH:9]=[CH:8][C:7]([CH3:10])=[CH:6][C:4]=1[NH2:5].[C:11]([N:19]=[C:20]=[S:21])(=[O:18])[C:12]1[CH:17]=[CH:16][CH:15]=[CH:14][CH:13]=1. The catalyst is C(#N)C. The product is [CH3:1][O:2][C:3]1[CH:9]=[CH:8][C:7]([CH3:10])=[CH:6][C:4]=1[NH:5][C:20]([NH:19][C:11](=[O:18])[C:12]1[CH:13]=[CH:14][CH:15]=[CH:16][CH:17]=1)=[S:21]. The yield is 0.550. (10) The reactants are [O:1]=[C:2]1[CH2:7][CH2:6][N:5]([C:8]([O:10][C:11]([CH3:14])([CH3:13])[CH3:12])=[O:9])[CH2:4][CH2:3]1.B(F)(F)F.CCOCC.[N+](=[CH:26][C:27]([O:29][CH2:30][CH3:31])=[O:28])=[N-]. The catalyst is C(OCC)C. The product is [O:1]=[C:2]1[CH2:7][CH2:6][N:5]([C:8]([O:10][C:11]([CH3:12])([CH3:13])[CH3:14])=[O:9])[CH2:4][CH2:3][CH:26]1[C:27]([O:29][CH2:30][CH3:31])=[O:28]. The yield is 0.660.